The task is: Predict the reaction yield, written as a fraction of the theoretical maximum amount of product (1.0 means a 100% yield; for example, 0.34 means a 34% yield).. This data is from Reaction yield outcomes from USPTO patents with 853,638 reactions. (1) The reactants are [CH2:1]([O:3][C:4](=[O:36])[O:5][C:6]1[C:17]2[C:16](=[O:18])[N:15]([CH2:19][C:20]3[CH:25]=[CH:24][C:23]([F:26])=[CH:22][CH:21]=3)[C:14](=[O:27])[C:13]=2[C:12]([OH:28])=[C:11]2[C:7]=1[N:8]([CH2:29][C:30]1[CH:35]=[CH:34][CH:33]=[CH:32][CH:31]=1)[CH:9]=[N:10]2)[CH3:2].[C:37]1([C:43]([C:46]2[CH:51]=[CH:50][CH:49]=[CH:48][CH:47]=2)=[N+]=[N-])[CH:42]=[CH:41][CH:40]=[CH:39][CH:38]=1. The catalyst is ClCCCl. The product is [CH2:1]([O:3][C:4](=[O:36])[O:5][C:6]1[C:17]2[C:16](=[O:18])[N:15]([CH2:19][C:20]3[CH:21]=[CH:22][C:23]([F:26])=[CH:24][CH:25]=3)[C:14](=[O:27])[C:13]=2[C:12]([O:28][CH:43]([C:37]2[CH:42]=[CH:41][CH:40]=[CH:39][CH:38]=2)[C:46]2[CH:51]=[CH:50][CH:49]=[CH:48][CH:47]=2)=[C:11]2[C:7]=1[N:8]([CH2:29][C:30]1[CH:31]=[CH:32][CH:33]=[CH:34][CH:35]=1)[CH:9]=[N:10]2)[CH3:2]. The yield is 0.780. (2) The reactants are Br[CH2:2][C:3]1[C:8]([CH2:9]Br)=[C:7]([O:11][CH3:12])[CH:6]=[CH:5][C:4]=1[O:13][CH3:14].[C:15]([OH:19])(=[O:18])[CH:16]=[CH2:17]. The catalyst is O1CCCC1.[Cl-].[Cr+2].[Cl-]. The product is [CH3:14][O:13][C:4]1[CH:5]=[CH:6][C:7]([O:11][CH3:12])=[C:8]2[C:3]=1[CH2:2][CH2:17][CH:16]([C:15]([OH:19])=[O:18])[CH2:9]2. The yield is 0.410.